Dataset: Forward reaction prediction with 1.9M reactions from USPTO patents (1976-2016). Task: Predict the product of the given reaction. (1) Given the reactants [F:1][C:2]1[CH:7]=[C:6]([CH3:8])[CH:5]=[CH:4][C:3]=1[N:9]1[C:13]2[CH:14]=[CH:15][CH:16]=[CH:17][C:12]=2[NH:11][S:10]1(=[O:19])=[O:18].[CH3:20][NH2:21].[CH2:22](O)[CH3:23].[CH3:25]O, predict the reaction product. The product is: [F:1][C:2]1[CH:7]=[C:6]([CH3:8])[CH:5]=[CH:4][C:3]=1[N:9]1[C:13]2[CH:14]=[CH:15][CH:16]=[CH:17][C:12]=2[N:11]([CH2:25][CH2:22][CH2:23][NH:21][CH3:20])[S:10]1(=[O:19])=[O:18]. (2) Given the reactants Br[CH2:2][C:3]1[CH:8]=[CH:7][N:6]=[C:5]([F:9])[CH:4]=1.[C:10]([O-:18])(=[O:17])[C:11]1[CH:16]=[CH:15][CH:14]=[CH:13][CH:12]=1.[Na+].CCOCC, predict the reaction product. The product is: [F:9][C:5]1[CH:4]=[C:3]([CH2:2][O:18][C:10](=[O:17])[C:11]2[CH:16]=[CH:15][CH:14]=[CH:13][CH:12]=2)[CH:8]=[CH:7][N:6]=1. (3) Given the reactants C([CH:5]1OS(=O)(=O)[N:7]([C:12]([O-:14])=[O:13])[C@@:6]1([C:16]1[CH:21]=[C:20]([NH:22][C:23]([O:25][CH2:26][CH3:27])=[O:24])[CH:19]=[CH:18][C:17]=1[F:28])[CH3:15])(C)(C)C.[Cl:29][C:30]1[N:31]=[C:32]([C:35]#[N:36])[NH:33][CH:34]=1, predict the reaction product. The product is: [C:6]([O:14][C:12]([NH:7][C@@:6]([C:16]1[CH:21]=[C:20]([NH:22][C:23](=[O:24])[O:25][CH2:26][CH3:27])[CH:19]=[CH:18][C:17]=1[F:28])([CH3:15])[CH2:5][N:33]1[CH:34]=[C:30]([Cl:29])[N:31]=[C:32]1[C:35]#[N:36])=[O:13])([CH3:16])([CH3:15])[CH3:5]. (4) Given the reactants C([O:3][C:4](=O)[CH:5]([C:27]1[CH:28]=[N:29][CH:30]=[CH:31][CH:32]=1)[CH2:6][C:7]1[C:8]([NH:20][C:21]2[CH:26]=[CH:25][CH:24]=[CH:23][CH:22]=2)=[N:9][C:10]([NH:13][C:14]2[CH:19]=[CH:18][CH:17]=[CH:16][CH:15]=2)=[N:11][CH:12]=1)C.S(=O)(=O)(O)O, predict the reaction product. The product is: [C:21]1([N:20]2[C:8]3[N:9]=[C:10]([NH:13][C:14]4[CH:15]=[CH:16][CH:17]=[CH:18][CH:19]=4)[N:11]=[CH:12][C:7]=3[CH2:6][CH:5]([C:27]3[CH:28]=[N:29][CH:30]=[CH:31][CH:32]=3)[C:4]2=[O:3])[CH:26]=[CH:25][CH:24]=[CH:23][CH:22]=1. (5) Given the reactants [F:1][C:2]1[CH:7]=[CH:6][C:5]([F:8])=[CH:4][C:3]=1[CH:9]1[CH2:13][CH2:12][CH2:11][N:10]1[C:14]1[CH:19]=[CH:18][N:17]2[N:20]=[CH:21][C:22]([C:23]([NH:25][NH:26][C:27](=O)[CH2:28][CH3:29])=O)=[C:16]2[N:15]=1.COC1C=CC(P2(SP(C3C=CC(OC)=CC=3)(=S)S2)=[S:40])=CC=1, predict the reaction product. The product is: [F:1][C:2]1[CH:7]=[CH:6][C:5]([F:8])=[CH:4][C:3]=1[CH:9]1[CH2:13][CH2:12][CH2:11][N:10]1[C:14]1[CH:19]=[CH:18][N:17]2[N:20]=[CH:21][C:22]([C:23]3[S:40][C:27]([CH2:28][CH3:29])=[N:26][N:25]=3)=[C:16]2[N:15]=1. (6) Given the reactants Br[C:2]1[S:3][C:4]([S:17]([N:20]2[CH2:25][CH2:24][CH2:23][CH:22]([OH:26])[CH2:21]2)(=[O:19])=[O:18])=[CH:5][C:6]=1[C:7]1[S:11][C:10]([NH:12][C:13](=[O:15])[CH3:14])=[N:9][C:8]=1[CH3:16].C([Li])CCC, predict the reaction product. The product is: [OH:26][CH:22]1[CH2:23][CH2:24][CH2:25][N:20]([S:17]([C:4]2[S:3][CH:2]=[C:6]([C:7]3[S:11][C:10]([NH:12][C:13](=[O:15])[CH3:14])=[N:9][C:8]=3[CH3:16])[CH:5]=2)(=[O:19])=[O:18])[CH2:21]1.